From a dataset of Forward reaction prediction with 1.9M reactions from USPTO patents (1976-2016). Predict the product of the given reaction. (1) The product is: [Cl:1][C:2]1[C:3]([NH:23][C:24]2[CH:28]=[C:27]([CH3:29])[NH:26][N:25]=2)=[N:4][C:5]([NH:8][C:9]2[CH:14]=[C:13]([CH3:15])[C:12]([CH:16]3[CH2:17][CH2:18][N:19]([CH2:38][C:39]4[C:40]([CH3:45])=[N:41][O:42][C:43]=4[CH3:44])[CH2:20][CH2:21]3)=[CH:11][C:10]=2[F:22])=[N:6][CH:7]=1. Given the reactants [Cl:1][C:2]1[C:3]([NH:23][C:24]2[CH:28]=[C:27]([CH3:29])[NH:26][N:25]=2)=[N:4][C:5]([NH:8][C:9]2[CH:14]=[C:13]([CH3:15])[C:12]([CH:16]3[CH2:21][CH2:20][NH:19][CH2:18][CH2:17]3)=[CH:11][C:10]=2[F:22])=[N:6][CH:7]=1.C(N(CC)CC)C.Cl[CH2:38][C:39]1[C:40]([CH3:45])=[N:41][O:42][C:43]=1[CH3:44], predict the reaction product. (2) Given the reactants CS([O:5][CH2:6][C@@H:7]1[O:16][CH2:15][C@@H:10]2[CH2:11][O:12][CH2:13][CH2:14][N:9]2[CH2:8]1)(=O)=O.Cl.[Br:18][C:19]1[CH:24]=[CH:23][C:22]([NH:25][C:26]2[C:35]3[C:30](=[CH:31][C:32](O)=[C:33]([O:36][CH3:37])[CH:34]=3)[N:29]=[CH:28][N:27]=2)=[C:21]([F:39])[C:20]=1[Cl:40].C(=O)([O-])[O-].[K+].[K+], predict the reaction product. The product is: [ClH:40].[Br:18][C:19]1[CH:24]=[CH:23][C:22]([NH:25][C:26]2[C:35]3[C:30](=[CH:31][C:32]([O:5][CH2:6][C@@H:7]4[O:16][CH2:15][C@@H:10]5[CH2:11][O:12][CH2:13][CH2:14][N:9]5[CH2:8]4)=[C:33]([O:36][CH3:37])[CH:34]=3)[N:29]=[CH:28][N:27]=2)=[C:21]([F:39])[C:20]=1[Cl:40]. (3) Given the reactants [CH3:1][C:2]1[C:7]([N+:8]([O-:10])=[O:9])=[CH:6][CH:5]=[CH:4][C:3]=1[NH2:11].[C:12]([O-:15])(=O)[CH3:13].[K+].C(OC(=O)C)(=O)C.[N:24](OCCC(C)C)=O, predict the reaction product. The product is: [N+:8]([C:7]1[CH:6]=[CH:5][CH:4]=[C:3]2[C:2]=1[CH:1]=[N:24][N:11]2[C:12](=[O:15])[CH3:13])([O-:10])=[O:9]. (4) Given the reactants [C:1](#[N:3])[CH3:2].[CH2:4]([CH:6]1[O:8][CH2:7]1)Cl.[C:9]1([S:15](N)(=[O:17])=[O:16])[CH:14]=[CH:13][CH:12]=[CH:11][CH:10]=1.[C:19](=O)([O-])[O-:20].[Cs+].[Cs+], predict the reaction product. The product is: [O:20]1[CH2:19][CH:2]1[CH2:1][N:3]([CH2:4][CH:6]1[CH2:7][O:8]1)[S:15]([C:9]1[CH:14]=[CH:13][CH:12]=[CH:11][CH:10]=1)(=[O:17])=[O:16]. (5) Given the reactants [NH2:1][C:2]1[CH:7]=[CH:6][C:5]([N:8]2[C:14]3[CH:15]=[CH:16][C:17]([O:19][CH3:20])=[CH:18][C:13]=3[NH:12][C:11](=[O:21])[CH2:10][C:9]2=[O:22])=[CH:4][CH:3]=1.[Cl:23][C:24]1[CH:34]=[CH:33][CH:32]=[CH:31][C:25]=1[CH2:26][S:27](Cl)(=[O:29])=[O:28], predict the reaction product. The product is: [Cl:23][C:24]1[CH:34]=[CH:33][CH:32]=[CH:31][C:25]=1[CH2:26][S:27]([NH:1][C:2]1[CH:7]=[CH:6][C:5]([N:8]2[C:9](=[O:22])[CH2:10][C:11](=[O:21])[NH:12][C:13]3[CH:18]=[C:17]([O:19][CH3:20])[CH:16]=[CH:15][C:14]2=3)=[CH:4][CH:3]=1)(=[O:29])=[O:28]. (6) Given the reactants N1C(C)=CC=CC=1C.[Si:9]([O:16]S(C(F)(F)F)(=O)=O)([C:12]([CH3:15])([CH3:14])[CH3:13])([CH3:11])[CH3:10].[C:24]([O:28][C:29]([N:31]1[CH2:35][C@H:34]([F:36])[CH2:33][C@@H:32]1[C@@H:37](O)[C@H:38]([CH2:50][C:51]1[CH:56]=[CH:55][CH:54]=[CH:53][CH:52]=1)[C:39]([N:41]1[C@@H:45]([CH:46]([CH3:48])[CH3:47])[CH2:44][O:43][C:42]1=[O:49])=[O:40])=[O:30])([CH3:27])([CH3:26])[CH3:25].Cl, predict the reaction product. The product is: [C:24]([O:28][C:29]([N:31]1[CH2:35][C@H:34]([F:36])[CH2:33][C@@H:32]1[C@@H:37]([O:16][Si:9]([C:12]([CH3:13])([CH3:14])[CH3:15])([CH3:10])[CH3:11])[C@H:38]([CH2:50][C:51]1[CH:52]=[CH:53][CH:54]=[CH:55][CH:56]=1)[C:39]([N:41]1[C@@H:45]([CH:46]([CH3:47])[CH3:48])[CH2:44][O:43][C:42]1=[O:49])=[O:40])=[O:30])([CH3:26])([CH3:27])[CH3:25]. (7) Given the reactants [CH3:1][C:2]1[CH:31]=[CH:30][C:5]([C:6]([NH:8][C:9]2[C:22]3[C:21](=[O:23])[C:20]4[C:15](=[CH:16][CH:17]=[CH:18][CH:19]=4)[C:14](=[O:24])[C:13]=3[CH:12]=[CH:11][C:10]=2[NH:25][C:26](=[O:29])[CH2:27]Cl)=[O:7])=[CH:4][CH:3]=1.CCN(C(C)C)C(C)C.[N:41]1([CH2:47][CH2:48][OH:49])[CH2:46][CH2:45][NH:44][CH2:43][CH2:42]1, predict the reaction product. The product is: [CH3:1][C:2]1[CH:31]=[CH:30][C:5]([C:6]([NH:8][C:9]2[C:22]3[C:21](=[O:23])[C:20]4[C:15](=[CH:16][CH:17]=[CH:18][CH:19]=4)[C:14](=[O:24])[C:13]=3[CH:12]=[CH:11][C:10]=2[NH:25][C:26](=[O:29])[CH2:27][N:44]2[CH2:45][CH2:46][N:41]([CH2:47][CH2:48][OH:49])[CH2:42][CH2:43]2)=[O:7])=[CH:4][CH:3]=1.